From a dataset of Catalyst prediction with 721,799 reactions and 888 catalyst types from USPTO. Predict which catalyst facilitates the given reaction. Reactant: [CH:1](=[O:5])[CH2:2][CH:3]=[O:4].[OH:6][C:7]1[C:16]2[C:11](=[CH:12][C:13]([OH:18])=[C:14]([OH:17])[CH:15]=2)[O:10][C:9](=[O:19])[CH:8]=1. Product: [OH:6][C:7]1[C:16]2[C:11](=[CH:12][C:13]([OH:18])=[C:14]([OH:17])[CH:15]=2)[O:10][C:9](=[O:19])[C:8]=1[C:7]1[C:2]2[C:1](=[O:5])[C:16]3[C:11](=[CH:12][CH:13]=[CH:14][CH:15]=3)[O:10][C:3]=2[O:4][CH2:9][CH:8]=1. The catalyst class is: 8.